This data is from Retrosynthesis with 50K atom-mapped reactions and 10 reaction types from USPTO. The task is: Predict the reactants needed to synthesize the given product. (1) Given the product CCOC(=O)Cn1c(C)c(Sc2ccccc2)c2c1CC(C)(C)CC2=O, predict the reactants needed to synthesize it. The reactants are: CCOC(=O)CBr.Cc1[nH]c2c(c1Sc1ccccc1)C(=O)CC(C)(C)C2. (2) Given the product C[C@H](NC(=O)c1c(CBr)c(-c2ccccc2)nc2cc(Cl)ccc12)C1CCCCC1, predict the reactants needed to synthesize it. The reactants are: Cc1c(-c2ccccc2)nc2cc(Cl)ccc2c1C(=O)N[C@@H](C)C1CCCCC1.O=C1CCC(=O)N1Br. (3) The reactants are: Nc1cccc(-c2nnn[nH]2)c1.O=S(=O)(Cl)c1ccc(F)cc1Cl. Given the product O=S(=O)(Nc1cccc(-c2nnn[nH]2)c1)c1ccc(F)cc1Cl, predict the reactants needed to synthesize it. (4) Given the product COc1cc(Cl)ccc1C#CCCO, predict the reactants needed to synthesize it. The reactants are: C#CCCO.COc1cc(Cl)ccc1Br. (5) Given the product COC(=O)c1ccc2nc(C)n(Cc3ccc(N4CCOC4=O)cc3Cl)c2n1, predict the reactants needed to synthesize it. The reactants are: COC(=O)c1ccc2nc(C)n(Cc3ccc(NC(=O)OCCCl)cc3Cl)c2n1.